Dataset: Forward reaction prediction with 1.9M reactions from USPTO patents (1976-2016). Task: Predict the product of the given reaction. (1) Given the reactants [O:1]=[C:2]1[N:11]([NH:12][S:13]([CH3:16])(=[O:15])=[O:14])[C:10](=[O:17])[C:9]2[C:4](=[CH:5][C:6]([C:23]([F:26])([F:25])[F:24])=[C:7]([N:18]3[CH:22]=[CH:21][CH:20]=[CH:19]3)[CH:8]=2)[NH:3]1.Cl[C:28]([CH2:30][O:31][C:32](=[O:34])[CH3:33])=[O:29], predict the reaction product. The product is: [O:1]=[C:2]1[N:11]([N:12]([S:13]([CH3:16])(=[O:15])=[O:14])[C:28](=[O:29])[CH2:30][O:31][C:32](=[O:34])[CH3:33])[C:10](=[O:17])[C:9]2[C:4](=[CH:5][C:6]([C:23]([F:25])([F:26])[F:24])=[C:7]([N:18]3[CH:19]=[CH:20][CH:21]=[CH:22]3)[CH:8]=2)[NH:3]1. (2) Given the reactants O=C1C2C(=CC=CC=2)C(=O)[N:3]1[CH2:12][CH2:13][CH2:14][CH2:15][C:16]1[CH:21]=[CH:20][C:19]([S:22]([NH:25][C@@H:26]([CH:30]([CH3:32])[CH3:31])[C:27]([NH2:29])=[O:28])(=[O:24])=[O:23])=[CH:18][CH:17]=1.CN, predict the reaction product. The product is: [NH2:3][CH2:12][CH2:13][CH2:14][CH2:15][C:16]1[CH:17]=[CH:18][C:19]([S:22]([NH:25][C@@H:26]([CH:30]([CH3:32])[CH3:31])[C:27]([NH2:29])=[O:28])(=[O:24])=[O:23])=[CH:20][CH:21]=1. (3) Given the reactants [Cl:1][C:2]1[C:3]([OH:27])=[C:4]([C:9]2[S:13][C:12]([NH:14][C:15](=[O:26])[NH:16][C:17]3[CH:18]=[C:19]([CH:23]=[CH:24][CH:25]=3)[C:20]([OH:22])=O)=[N:11][N:10]=2)[CH:5]=[C:6]([Cl:8])[CH:7]=1.ON1C2C=CC=CC=2N=N1.C1C=CC2N(O)N=NC=2C=1.[CH3:48][N:49]([CH3:57])[C:50]1[CH:56]=[CH:55][C:53]([NH2:54])=[CH:52][CH:51]=1.CCN=C=NCCCN(C)C.CCN(C(C)C)C(C)C, predict the reaction product. The product is: [Cl:1][C:2]1[C:3]([OH:27])=[C:4]([C:9]2[S:13][C:12]([NH:14][C:15](=[O:26])[NH:16][C:17]3[CH:18]=[C:19]([CH:23]=[CH:24][CH:25]=3)[C:20]([NH:54][C:53]3[CH:55]=[CH:56][C:50]([N:49]([CH3:57])[CH3:48])=[CH:51][CH:52]=3)=[O:22])=[N:11][N:10]=2)[CH:5]=[C:6]([Cl:8])[CH:7]=1.